This data is from Forward reaction prediction with 1.9M reactions from USPTO patents (1976-2016). The task is: Predict the product of the given reaction. Given the reactants Cl[C:2]1[CH:3]=[C:4]([CH:9]=[CH:10][N:11]=1)[C:5]([O:7][CH3:8])=[O:6].C(=O)([O-])[O-].[Cs+].[Cs+].[F:18][C:19]1[CH:24]=[CH:23][C:22](B(O)O)=[CH:21][CH:20]=1, predict the reaction product. The product is: [F:18][C:19]1[CH:24]=[CH:23][C:22]([C:2]2[CH:3]=[C:4]([CH:9]=[CH:10][N:11]=2)[C:5]([O:7][CH3:8])=[O:6])=[CH:21][CH:20]=1.